From a dataset of Forward reaction prediction with 1.9M reactions from USPTO patents (1976-2016). Predict the product of the given reaction. (1) The product is: [F:1][C:2]1[C:32]([F:33])=[CH:31][C:5]2[N:6]([CH2:37][CH2:38][CH3:39])[C:7]([CH2:9][CH:10]3[CH2:15][CH2:14][CH2:13][CH2:12][N:11]3[C:16]([C:18]3[N:19]=[C:20]([CH3:30])[S:21][C:22]=3[C:23]3[CH:28]=[CH:27][C:26]([F:29])=[CH:25][CH:24]=3)=[O:17])=[N:8][C:4]=2[CH:3]=1. Given the reactants [F:1][C:2]1[C:32]([F:33])=[CH:31][C:5]2[NH:6][C:7]([CH2:9][CH:10]3[CH2:15][CH2:14][CH2:13][CH2:12][N:11]3[C:16]([C:18]3[N:19]=[C:20]([CH3:30])[S:21][C:22]=3[C:23]3[CH:28]=[CH:27][C:26]([F:29])=[CH:25][CH:24]=3)=[O:17])=[N:8][C:4]=2[CH:3]=1.[H-].[Na+].I[CH2:37][CH2:38][CH3:39], predict the reaction product. (2) Given the reactants [Br:1][C:2]1[CH:15]=[CH:14][C:13]2[C:4](=[C:5]([C:27]3[CH:36]=[CH:35][C:34]4[C:29](=[CH:30][CH:31]=[CH:32][CH:33]=4)[CH:28]=3)[C:6]3[C:11]([C:12]=2[C:16]2[CH:25]=[CH:24][C:23]4[C:18](=[CH:19][CH:20]=[CH:21][CH:22]=4)[CH:17]=2)=[CH:10][C:9](Br)=[CH:8][CH:7]=3)[CH:3]=1.[C:37]1([C:43]2[NH:47][C:46]3[CH:48]=[CH:49][CH:50]=[CH:51][C:45]=3[N:44]=2)[CH:42]=[CH:41][CH:40]=[CH:39][CH:38]=1.C1C2C(=CC=C3C=2N=NC=C3)C=CC=1.C(=O)([O-])[O-].[Cs+].[Cs+], predict the reaction product. The product is: [Br:1][C:2]1[CH:15]=[CH:14][C:13]2[C:4](=[C:5]([C:27]3[CH:36]=[CH:35][C:34]4[C:29](=[CH:30][CH:31]=[CH:32][CH:33]=4)[CH:28]=3)[C:6]3[C:11]([C:12]=2[C:16]2[CH:25]=[CH:24][C:23]4[C:18](=[CH:19][CH:20]=[CH:21][CH:22]=4)[CH:17]=2)=[CH:10][C:9]([N:47]2[C:46]4[CH:48]=[CH:49][CH:50]=[CH:51][C:45]=4[N:44]=[C:43]2[C:37]2[CH:38]=[CH:39][CH:40]=[CH:41][CH:42]=2)=[CH:8][CH:7]=3)[CH:3]=1. (3) Given the reactants [CH2:1]([C:8]#[N:9])[C:2]1[CH:7]=[CH:6][CH:5]=[CH:4][CH:3]=1.[Li]CCCC.[C:15]([N:22]1[CH2:27][CH2:26][C:25](=[O:28])[CH2:24][CH2:23]1)([O:17][C:18]([CH3:21])([CH3:20])[CH3:19])=[O:16], predict the reaction product. The product is: [C:8]([CH:1]([C:2]1[CH:7]=[CH:6][CH:5]=[CH:4][CH:3]=1)[C:25]1([OH:28])[CH2:24][CH2:23][N:22]([C:15]([O:17][C:18]([CH3:20])([CH3:19])[CH3:21])=[O:16])[CH2:27][CH2:26]1)#[N:9]. (4) Given the reactants Cl[C:2]1[C:11]2[C:6](=[CH:7][CH:8]=[CH:9][CH:10]=2)[CH:5]=[C:4]([NH:12][C:13]2[CH:17]=[CH:16][NH:15][N:14]=2)[N:3]=1.C([O:20][C:21]([C:23]1[CH:28]=[CH:27][C:26](B(O)O)=[CH:25][CH:24]=1)=[O:22])C, predict the reaction product. The product is: [NH:15]1[CH:16]=[CH:17][C:13]([NH:12][C:4]2[N:3]=[C:2]([C:26]3[CH:27]=[CH:28][C:23]([C:21]([OH:22])=[O:20])=[CH:24][CH:25]=3)[C:11]3[C:6]([CH:5]=2)=[CH:7][CH:8]=[CH:9][CH:10]=3)=[N:14]1. (5) Given the reactants [NH2:1][C:2]1[C:3]([CH2:8][C:9]([O:11]CC)=O)=[N:4][CH:5]=[CH:6][CH:7]=1.Cl, predict the reaction product. The product is: [NH:1]1[C:2]2[C:3](=[N:4][CH:5]=[CH:6][CH:7]=2)[CH2:8][C:9]1=[O:11]. (6) Given the reactants [CH:1]1([C:4]2(O)[C:12]3[C:7](=[CH:8][C:9]([F:13])=[CH:10][CH:11]=3)[CH2:6][CH2:5]2)[CH2:3][CH2:2]1.[CH3:15][S:16][CH2:17][C:18]1[CH:19]=[CH:20][CH:21]=[C:22]2[C:26]=1[NH:25][CH:24]=[CH:23]2.FC(F)(F)C(O)=O.[Cl-].[NH4+], predict the reaction product. The product is: [CH:1]1([C:4]2([C:23]3[C:22]4[C:26](=[C:18]([CH2:17][S:16][CH3:15])[CH:19]=[CH:20][CH:21]=4)[NH:25][CH:24]=3)[C:12]3[C:7](=[CH:8][C:9]([F:13])=[CH:10][CH:11]=3)[CH2:6][CH2:5]2)[CH2:3][CH2:2]1.